From a dataset of Full USPTO retrosynthesis dataset with 1.9M reactions from patents (1976-2016). Predict the reactants needed to synthesize the given product. (1) Given the product [OH:2][NH:1][S:13]([C:21]1[O:3][C:18]([CH3:17])=[CH:19][CH:20]=1)(=[O:15])=[O:14], predict the reactants needed to synthesize it. The reactants are: [NH2:1][OH:2].[OH2:3].ClC1C=CC(CO)=CC=1[S:13](Cl)(=[O:15])=[O:14].[CH3:17][CH2:18][CH2:19][CH2:20][CH3:21]. (2) Given the product [Br:5][C:6]1[S:7][CH:8]=[CH:9][C:10]=1[C:11]([Cl:3])=[O:13], predict the reactants needed to synthesize it. The reactants are: S(Cl)([Cl:3])=O.[Br:5][C:6]1[S:7][CH:8]=[CH:9][C:10]=1[C:11]([OH:13])=O. (3) Given the product [C:11]([C:13]1[CH:18]=[CH:17][C:16]([CH:19]([N:24]2[CH:28]=[CH:27][N:26]=[C:25]2[CH3:29])[CH2:20][CH2:21][CH:22]=[O:23])=[CH:15][C:14]=1[F:30])#[N:12], predict the reactants needed to synthesize it. The reactants are: C(Cl)(=O)C(Cl)=O.CS(C)=O.[C:11]([C:13]1[CH:18]=[CH:17][C:16]([CH:19]([N:24]2[CH:28]=[CH:27][N:26]=[C:25]2[CH3:29])[CH2:20][CH2:21][CH2:22][OH:23])=[CH:15][C:14]=1[F:30])#[N:12].C(N(CC)CC)C. (4) Given the product [CH3:16][N:17]1[CH2:22][CH2:21][N:20]([CH2:2][CH2:3][CH2:4][O:5][C:6]2[CH:7]=[C:8]([CH2:12][C:13]([OH:15])=[O:14])[CH:9]=[CH:10][CH:11]=2)[CH2:19][CH2:18]1, predict the reactants needed to synthesize it. The reactants are: Cl[CH2:2][CH2:3][CH2:4][O:5][C:6]1[CH:7]=[C:8]([CH2:12][C:13]([OH:15])=[O:14])[CH:9]=[CH:10][CH:11]=1.[CH3:16][N:17]1[CH2:22][CH2:21][NH:20][CH2:19][CH2:18]1. (5) Given the product [CH3:42][C:39]1[CH:38]=[CH:37][C:36]([S:33]([O:32][CH:31]2[C:27]([F:51])([F:26])[C:28]([C:25]3[C:20]([F:19])=[N:21][CH:22]=[CH:23][CH:24]=3)=[N:29][CH2:30]2)(=[O:35])=[O:34])=[CH:41][CH:40]=1, predict the reactants needed to synthesize it. The reactants are: C(NC(C)C)(C)C.CCCCCC.C([Li])CCC.[F:19][C:20]1[CH:25]=[CH:24][CH:23]=[CH:22][N:21]=1.[F:26][C:27]1([F:51])[CH:31]([O:32][S:33]([C:36]2[CH:41]=[CH:40][C:39]([CH3:42])=[CH:38][CH:37]=2)(=[O:35])=[O:34])[CH2:30][N:29](C(OC(C)(C)C)=O)[C:28]1=O. (6) Given the product [NH:16]1[CH:17]=[CH:18][N:19]=[C:15]1[C:2]1[CH2:7][CH2:6][N:5]([C:8]([O:10][C:11]([CH3:14])([CH3:13])[CH3:12])=[O:9])[CH2:4][CH:3]=1, predict the reactants needed to synthesize it. The reactants are: O[C:2]1([C:15]2[NH:16][CH:17]=[CH:18][N:19]=2)[CH2:7][CH2:6][N:5]([C:8]([O:10][C:11]([CH3:14])([CH3:13])[CH3:12])=[O:9])[CH2:4][CH2:3]1.C(NC(C)C)(C)C.CS(Cl)(=O)=O.